This data is from NCI-60 drug combinations with 297,098 pairs across 59 cell lines. The task is: Regression. Given two drug SMILES strings and cell line genomic features, predict the synergy score measuring deviation from expected non-interaction effect. (1) Drug 1: CN1C(=O)N2C=NC(=C2N=N1)C(=O)N. Drug 2: N.N.Cl[Pt+2]Cl. Cell line: CCRF-CEM. Synergy scores: CSS=49.6, Synergy_ZIP=-1.09, Synergy_Bliss=-1.18, Synergy_Loewe=-10.4, Synergy_HSA=0.453. (2) Drug 1: C1=NNC2=C1C(=O)NC=N2. Drug 2: B(C(CC(C)C)NC(=O)C(CC1=CC=CC=C1)NC(=O)C2=NC=CN=C2)(O)O. Cell line: SNB-75. Synergy scores: CSS=29.1, Synergy_ZIP=-0.851, Synergy_Bliss=-1.34, Synergy_Loewe=-27.8, Synergy_HSA=-0.702. (3) Drug 1: C1=CC(=CC=C1C#N)C(C2=CC=C(C=C2)C#N)N3C=NC=N3. Drug 2: CC1CCC2CC(C(=CC=CC=CC(CC(C(=O)C(C(C(=CC(C(=O)CC(OC(=O)C3CCCCN3C(=O)C(=O)C1(O2)O)C(C)CC4CCC(C(C4)OC)O)C)C)O)OC)C)C)C)OC. Cell line: HCC-2998. Synergy scores: CSS=-0.142, Synergy_ZIP=0.976, Synergy_Bliss=-0.483, Synergy_Loewe=-1.27, Synergy_HSA=-1.19. (4) Drug 1: CC(CN1CC(=O)NC(=O)C1)N2CC(=O)NC(=O)C2. Drug 2: CN(CC1=CN=C2C(=N1)C(=NC(=N2)N)N)C3=CC=C(C=C3)C(=O)NC(CCC(=O)O)C(=O)O. Cell line: HOP-62. Synergy scores: CSS=25.0, Synergy_ZIP=-6.08, Synergy_Bliss=-1.80, Synergy_Loewe=-0.703, Synergy_HSA=1.20. (5) Drug 1: CCC1(CC2CC(C3=C(CCN(C2)C1)C4=CC=CC=C4N3)(C5=C(C=C6C(=C5)C78CCN9C7C(C=CC9)(C(C(C8N6C=O)(C(=O)OC)O)OC(=O)C)CC)OC)C(=O)OC)O.OS(=O)(=O)O. Drug 2: C1=NC2=C(N=C(N=C2N1C3C(C(C(O3)CO)O)O)F)N. Cell line: SW-620. Synergy scores: CSS=16.4, Synergy_ZIP=-3.80, Synergy_Bliss=-3.37, Synergy_Loewe=-10.9, Synergy_HSA=-4.23. (6) Drug 1: CN1CCC(CC1)COC2=C(C=C3C(=C2)N=CN=C3NC4=C(C=C(C=C4)Br)F)OC. Drug 2: COC1=NC(=NC2=C1N=CN2C3C(C(C(O3)CO)O)O)N. Cell line: MDA-MB-231. Synergy scores: CSS=13.1, Synergy_ZIP=2.79, Synergy_Bliss=8.75, Synergy_Loewe=-0.705, Synergy_HSA=5.67.